The task is: Regression. Given two drug SMILES strings and cell line genomic features, predict the synergy score measuring deviation from expected non-interaction effect.. This data is from NCI-60 drug combinations with 297,098 pairs across 59 cell lines. (1) Drug 1: C1=NC2=C(N1)C(=S)N=CN2. Drug 2: CS(=O)(=O)OCCCCOS(=O)(=O)C. Cell line: CCRF-CEM. Synergy scores: CSS=58.3, Synergy_ZIP=-3.61, Synergy_Bliss=2.23, Synergy_Loewe=-18.2, Synergy_HSA=4.43. (2) Drug 2: C1=CN(C(=O)N=C1N)C2C(C(C(O2)CO)O)O.Cl. Cell line: MDA-MB-231. Synergy scores: CSS=19.1, Synergy_ZIP=-4.95, Synergy_Bliss=-4.03, Synergy_Loewe=-0.770, Synergy_HSA=1.00. Drug 1: CC1C(C(=O)NC(C(=O)N2CCCC2C(=O)N(CC(=O)N(C(C(=O)O1)C(C)C)C)C)C(C)C)NC(=O)C3=C4C(=C(C=C3)C)OC5=C(C(=O)C(=C(C5=N4)C(=O)NC6C(OC(=O)C(N(C(=O)CN(C(=O)C7CCCN7C(=O)C(NC6=O)C(C)C)C)C)C(C)C)C)N)C.